Dataset: Drug-target binding data from BindingDB using IC50 measurements. Task: Regression. Given a target protein amino acid sequence and a drug SMILES string, predict the binding affinity score between them. We predict pIC50 (pIC50 = -log10(IC50 in M); higher means more potent). Dataset: bindingdb_ic50. (1) The target protein (Q96GG9) has sequence MNKLKSSQKDKVRQFMIFTQSSEKTAVSCLSQNDWKLDVATDNFFQNPELYIRESVKGSLDRKKLEQLYNRYKDPQDENKIGIDGIQQFCDDLALDPASISVLIIAWKFRAATQCEFSKQEFMDGMTELGCDSIEKLKAQIPKMEQELKEPGRFKDFYQFTFNFAKNPGQKGLDLEMAIAYWNLVLNGRFKFLDLWNKFLLEHHKRSIPKDTWNLLLDFSTMIADDMSNYDEEGAWPVLIDDFVEFARPQIAGTKSTTV. The small molecule is CCCC(C)N1CCC(N(Cc2ccccc2)C(=O)Nc2ccc(C)c(F)c2)CC1. The pIC50 is 6.6. (2) The compound is O=C(Nc1ccsc1-c1nc(C(=O)O)c(O)c(=O)[nH]1)OCc1c(Cl)cccc1Cl. The target protein sequence is MLVCGDDLVVIAESDGVEEDKRALGAFTEAMTRYSAPPGDAPQPAYDLELITSCSSNVSVAHDETGKRVYYLTRDPETPLARAAWETARHTPVNSWLGNIIIYAPTIWVRMVLMTHFFSILQSQEALEKALDFDMYGVTYSITPLDLPAIIQ. The pIC50 is 6.1. (3) The compound is C#Cc1cccc(Nc2ncnc3cc(OCCOC)c(OCCOC)cc23)c1. The target protein sequence is GHMQTQGLAKDAWEIPRESLRLEVKLGQGCFGEVWMGTWNGTTRVAIKTLKPGTMSPEAFLQEAQVMKKLRHEKLVQLYAVVSEEPIYIVMEYMSKGCLLDFLKGEMGKYLRLPQLVDMAAQIASGMAYVERMNYVHRDLRAANILVGENLVCKVADFGLARLIEDNEYTARQGAKFPIKWTAPEAALYGRFTIKSDVWSFGILLTELTTKGRVPYPGMVNREVLDQVERGYRMPCPPECPESLHDLMCQCWRKDPEERPTFEYLQAFLEDYFTSTEPQYQPGENL. The pIC50 is 4.8. (4) The drug is CCCC(=O)OC1C(C)OC(OCC2OC(Oc3c(-c4ccc(O)c(O)c4)oc4cc(O)cc(O)c4c3=O)C(O)C(O)C2O)C(O)C1O. The target protein (P00772) has sequence MLRLLVVASLVLYGHSTQDFPETNARVVGGTEAQRNSWPSQISLQYRSGSSWAHTCGGTLIRQNWVMTAAHCVDRELTFRVVVGEHNLNQNDGTEQYVGVQKIVVHPYWNTDDVAAGYDIALLRLAQSVTLNSYVQLGVLPRAGTILANNSPCYITGWGLTRTNGQLAQTLQQAYLPTVDYAICSSSSYWGSTVKNSMVCAGGDGVRSGCQGDSGGPLHCLVNGQYAVHGVTSFVSRLGCNVTRKPTVFTRVSAYISWINNVIASN. The pIC50 is 3.3.